The task is: Predict the product of the given reaction.. This data is from Forward reaction prediction with 1.9M reactions from USPTO patents (1976-2016). (1) Given the reactants [CH3:1][O:2][C:3]1[CH:4]=[C:5]2[C:10](=[CH:11][C:12]=1[O:13][CH3:14])[CH:9]([CH2:15][CH2:16][C:17]1[CH:22]=[CH:21][C:20]([C:23]([F:26])([F:25])[F:24])=[CH:19][CH:18]=1)[N:8]([CH:27]([C:31]1[CH:36]=[CH:35][CH:34]=[CH:33][CH:32]=1)[C:28](O)=[O:29])[CH2:7][CH2:6]2.[Br-].[NH4+:38], predict the reaction product. The product is: [CH3:1][O:2][C:3]1[CH:4]=[C:5]2[C:10](=[CH:11][C:12]=1[O:13][CH3:14])[CH:9]([CH2:15][CH2:16][C:17]1[CH:22]=[CH:21][C:20]([C:23]([F:24])([F:26])[F:25])=[CH:19][CH:18]=1)[N:8]([CH:27]([C:31]1[CH:32]=[CH:33][CH:34]=[CH:35][CH:36]=1)[C:28]([NH2:38])=[O:29])[CH2:7][CH2:6]2. (2) Given the reactants [Br:1][C:2]1[CH:7]=[CH:6][C:5]([C:8]([NH:10][NH:11][C:12]([NH:14][CH2:15][C@@H:16]2[CH2:20][CH2:19][N:18](C(OC(C)(C)C)=O)[CH2:17]2)=[O:13])=O)=[CH:4][CH:3]=1.C([O-])([O-])=O.[K+].[K+], predict the reaction product. The product is: [Br:1][C:2]1[CH:7]=[CH:6][C:5]([C:8]2[N:14]([CH2:15][C@@H:16]3[CH2:20][CH2:19][NH:18][CH2:17]3)[C:12](=[O:13])[NH:11][N:10]=2)=[CH:4][CH:3]=1. (3) Given the reactants [CH3:1][O:2][C:3]1[C:4]([NH2:21])=[CH:5][C:6]2[CH2:12][CH2:11][N:10]([CH:13]([CH2:17][O:18][CH3:19])[CH2:14][O:15][CH3:16])[CH2:9][CH2:8][C:7]=2[CH:20]=1.Cl[C:23]1[N:28]=[C:27]([NH:29][C:30]2[CH:35]=[CH:34][CH:33]=[CH:32][C:31]=2[S:36]([N:39]2[CH2:43][CH2:42][CH2:41][CH2:40]2)(=[O:38])=[O:37])[C:26]([Cl:44])=[CH:25][N:24]=1, predict the reaction product. The product is: [Cl:44][C:26]1[C:27]([NH:29][C:30]2[CH:35]=[CH:34][CH:33]=[CH:32][C:31]=2[S:36]([N:39]2[CH2:43][CH2:42][CH2:41][CH2:40]2)(=[O:38])=[O:37])=[N:28][C:23]([NH:21][C:4]2[C:3]([O:2][CH3:1])=[CH:20][C:7]3[CH2:8][CH2:9][N:10]([CH:13]([CH2:14][O:15][CH3:16])[CH2:17][O:18][CH3:19])[CH2:11][CH2:12][C:6]=3[CH:5]=2)=[N:24][CH:25]=1. (4) Given the reactants [Cl:1][C:2]1[CH:10]=[C:9]2[C:5]([CH:6]=[CH:7][NH:8]2)=[CH:4][CH:3]=1.[Cl:11][C:12]1[CH:17]=[CH:16][CH:15]=[C:14](I)[CH:13]=1, predict the reaction product. The product is: [Cl:1][C:2]1[CH:10]=[C:9]2[C:5]([CH:6]=[CH:7][N:8]2[C:14]2[CH:15]=[CH:16][CH:17]=[C:12]([Cl:11])[CH:13]=2)=[CH:4][CH:3]=1. (5) The product is: [NH2:2][CH2:1][C:3]1[CH:4]=[C:5]2[C:10](=[CH:11][CH:12]=1)[CH2:9][CH:8]([N:13]([CH3:29])[C:14]([C:16]1[CH:21]=[CH:20][C:19]([C:22]3[CH:23]=[CH:24][C:25]([F:28])=[CH:26][CH:27]=3)=[CH:18][CH:17]=1)=[O:15])[CH2:7][CH2:6]2. Given the reactants [C:1]([C:3]1[CH:4]=[C:5]2[C:10](=[CH:11][CH:12]=1)[CH2:9][CH:8]([N:13]([CH3:29])[C:14]([C:16]1[CH:21]=[CH:20][C:19]([C:22]3[CH:27]=[CH:26][C:25]([F:28])=[CH:24][CH:23]=3)=[CH:18][CH:17]=1)=[O:15])[CH2:7][CH2:6]2)#[N:2].[NH4+].[OH-], predict the reaction product. (6) Given the reactants [C:1]([C:5]1[CH:10]=[CH:9][C:8]([C:11]2[N:15]([CH3:16])[N:14]=[C:13]([C:17](=O)[CH3:18])[C:12]=2[OH:20])=[CH:7][CH:6]=1)([CH3:4])([CH3:3])[CH3:2].[NH:21]([C:23]([C:25]1[S:29][C:28]([C:30]([O:32][CH3:33])=[O:31])=[CH:27][CH:26]=1)=[O:24])[NH2:22], predict the reaction product. The product is: [C:1]([C:5]1[CH:10]=[CH:9][C:8]([C:11]2[N:15]([CH3:16])[N:14]=[C:13]([C:17](=[N:22][NH:21][C:23]([C:25]3[S:29][C:28]([C:30]([O:32][CH3:33])=[O:31])=[CH:27][CH:26]=3)=[O:24])[CH3:18])[C:12]=2[OH:20])=[CH:7][CH:6]=1)([CH3:4])([CH3:3])[CH3:2]. (7) Given the reactants [OH:1][CH2:2][C:3]1[CH:11]=[CH:10][C:6]([C:7]([OH:9])=O)=[CH:5][CH:4]=1.[O:12]1[CH2:17][CH2:16][CH2:15][CH2:14][CH:13]1[O:18][NH2:19], predict the reaction product. The product is: [OH:1][CH2:2][C:3]1[CH:4]=[CH:5][C:6]([C:7]([NH:19][O:18][CH:13]2[CH2:14][CH2:15][CH2:16][CH2:17][O:12]2)=[O:9])=[CH:10][CH:11]=1.